The task is: Predict which catalyst facilitates the given reaction.. This data is from Catalyst prediction with 721,799 reactions and 888 catalyst types from USPTO. (1) Reactant: [CH2:1]([O:8][C:9]1[C:18]2[C:13](=[CH:14][CH:15]=[C:16](Br)[CH:17]=2)[N:12]=[C:11]([N:20]2[CH2:26][C:25]3[CH:27]=[CH:28][CH:29]=[CH:30][C:24]=3[S:23][CH2:22][CH2:21]2)[N:10]=1)[C:2]1[CH:7]=[CH:6][CH:5]=[CH:4][CH:3]=1.CN(C)[CH:33]=[O:34]. Product: [CH2:1]([O:8][C:9]1[C:18]2[C:13](=[CH:14][CH:15]=[C:16]([CH:33]=[O:34])[CH:17]=2)[N:12]=[C:11]([N:20]2[CH2:26][C:25]3[CH:27]=[CH:28][CH:29]=[CH:30][C:24]=3[S:23][CH2:22][CH2:21]2)[N:10]=1)[C:2]1[CH:7]=[CH:6][CH:5]=[CH:4][CH:3]=1. The catalyst class is: 30. (2) The catalyst class is: 12. Product: [C:10]([O:9][C:7]([N:1]1[CH2:6][CH2:5][N:4]([C:24]2[N:25]=[CH:26][C:27]([C:30]([O:32][CH2:33][CH3:34])=[O:31])=[CH:28][N:29]=2)[CH2:3][CH2:2]1)=[O:8])([CH3:13])([CH3:12])[CH3:11]. Reactant: [N:1]1([C:7]([O:9][C:10]([CH3:13])([CH3:12])[CH3:11])=[O:8])[CH2:6][CH2:5][NH:4][CH2:3][CH2:2]1.C(N(C(C)C)CC)(C)C.Cl[C:24]1[N:29]=[CH:28][C:27]([C:30]([O:32][CH2:33][CH3:34])=[O:31])=[CH:26][N:25]=1. (3) Reactant: [N+:1]([C:4]1[CH:5]=[CH:6][C:7]([NH:10][C:11]([N:13]2[CH2:17][CH2:16][CH2:15][CH2:14]2)=[O:12])=[N:8][CH:9]=1)([O-])=O. Product: [NH2:1][C:4]1[CH:5]=[CH:6][C:7]([NH:10][C:11]([N:13]2[CH2:17][CH2:16][CH2:15][CH2:14]2)=[O:12])=[N:8][CH:9]=1. The catalyst class is: 43. (4) Reactant: [C:1]([O:4][C:5]1[S:13][C:12]2[CH2:11][CH2:10][N:9]([CH:14]([C:22]([CH:24]3[CH2:26][CH2:25]3)=[O:23])[C:15]3[CH:20]=[CH:19][CH:18]=[CH:17][C:16]=3[F:21])[CH2:8][C:7]=2[CH:6]=1)(=[O:3])[CH3:2].[S:27](=[O:31])(=[O:30])([OH:29])[OH:28]. Product: [S:27](=[O:29])(=[O:28])([OH:31])[OH:30].[C:1]([O:4][C:5]1[S:13][C:12]2[CH2:11][CH2:10][N:9]([CH:14]([C:22]([CH:24]3[CH2:26][CH2:25]3)=[O:23])[C:15]3[CH:20]=[CH:19][CH:18]=[CH:17][C:16]=3[F:21])[CH2:8][C:7]=2[CH:6]=1)(=[O:3])[CH3:2]. The catalyst class is: 27.